From a dataset of Forward reaction prediction with 1.9M reactions from USPTO patents (1976-2016). Predict the product of the given reaction. (1) Given the reactants [CH:1]([CH:4]1[C:9]2[N:10](C(OCC3C=CC=CC=3)=O)[CH:11]=[N:12][C:8]=2[CH2:7][C@@H:6]([C:23]([O:25][CH3:26])=[O:24])[N:5]1[C:27]([O:29][CH2:30][C:31]1[CH:36]=[CH:35][CH:34]=[CH:33][CH:32]=1)=[O:28])([CH3:3])[CH3:2].C(C1C2N=CNC=2C[C@@H](C(OC)=O)N1C(OCC1C=CC=CC=1)=O)(C)C.CN, predict the reaction product. The product is: [CH:1]([C@H:4]1[C:9]2[N:10]=[CH:11][NH:12][C:8]=2[CH2:7][C@@H:6]([C:23]([O:25][CH3:26])=[O:24])[N:5]1[C:27]([O:29][CH2:30][C:31]1[CH:32]=[CH:33][CH:34]=[CH:35][CH:36]=1)=[O:28])([CH3:3])[CH3:2]. (2) Given the reactants [OH:1][CH2:2][C:3]1[S:4][C:5]2[CH:11]=[CH:10][C:9]([C:12]([O:14][CH3:15])=[O:13])=[CH:8][C:6]=2[CH:7]=1.[CH2:16]1COCC1.[H-].[Na+].CI, predict the reaction product. The product is: [CH3:16][O:1][CH2:2][C:3]1[S:4][C:5]2[CH:11]=[CH:10][C:9]([C:12]([O:14][CH3:15])=[O:13])=[CH:8][C:6]=2[CH:7]=1. (3) Given the reactants [CH2:1]([C:3]1[C:28](=[O:29])[N:27]([C:30]2[CH:31]=[C:32]([NH:36]C(=O)OC(C)(C)C)[CH:33]=[CH:34][CH:35]=2)[C:6]2[N:7]=[C:8]([NH:11][C:12]3[CH:17]=[CH:16][C:15]([N:18]4[CH2:23][CH2:22][N:21]([CH3:24])[CH2:20][CH2:19]4)=[CH:14][C:13]=3[O:25][CH3:26])[N:9]=[CH:10][C:5]=2[CH:4]=1)[CH3:2].C(O)(C(F)(F)F)=O, predict the reaction product. The product is: [NH2:36][C:32]1[CH:31]=[C:30]([N:27]2[C:6]3[N:7]=[C:8]([NH:11][C:12]4[CH:17]=[CH:16][C:15]([N:18]5[CH2:23][CH2:22][N:21]([CH3:24])[CH2:20][CH2:19]5)=[CH:14][C:13]=4[O:25][CH3:26])[N:9]=[CH:10][C:5]=3[CH:4]=[C:3]([CH2:1][CH3:2])[C:28]2=[O:29])[CH:35]=[CH:34][CH:33]=1.